Dataset: Reaction yield outcomes from USPTO patents with 853,638 reactions. Task: Predict the reaction yield, written as a fraction of the theoretical maximum amount of product (1.0 means a 100% yield; for example, 0.34 means a 34% yield). (1) The reactants are [Cl:1][C:2]1[CH:7]=[C:6]([OH:8])[CH:5]=[CH:4][C:3]=1[CH:9]([CH3:27])[C:10]([C:16]1[CH:17]=[CH:18][C:19]2[O:23][C:22](=[O:24])[N:21]([CH3:25])[C:20]=2[CH:26]=1)([OH:15])[C:11]([F:14])([F:13])[F:12].[Cl:28][C:29]1[CH:30]=[C:31](B(O)O)[CH:32]=[CH:33][C:34]=1[C:35]([O:37][CH3:38])=[O:36].N1C=CC=CC=1.Cl. The catalyst is C(Cl)Cl.C([O-])(=O)C.[Cu+2].C([O-])(=O)C. The product is [CH3:38][O:37][C:35](=[O:36])[C:34]1[CH:33]=[CH:32][C:31]([O:8][C:6]2[CH:5]=[CH:4][C:3]([CH:9]([CH3:27])[C:10]([OH:15])([C:16]3[CH:17]=[CH:18][C:19]4[O:23][C:22](=[O:24])[N:21]([CH3:25])[C:20]=4[CH:26]=3)[C:11]([F:12])([F:13])[F:14])=[C:2]([Cl:1])[CH:7]=2)=[CH:30][C:29]=1[Cl:28]. The yield is 0.270. (2) The reactants are [C:1]([CH:3]1[CH2:6][N:5]([C:7](=[O:40])[C@H:8]([NH:10][C:11]([C:13]2[C:21]3[C:16](=[N:17][CH:18]=[C:19]([C:22]4[C:30]5[C:25](=[CH:26][C:27]([Cl:31])=[CH:28][CH:29]=5)[NH:24][N:23]=4)[N:20]=3)[N:15]([CH2:32][O:33][CH2:34][CH2:35][Si:36]([CH3:39])([CH3:38])[CH3:37])[CH:14]=2)=[O:12])[CH3:9])[CH2:4]1)#[N:2].[H-].[Na+].Br.[CH3:44][N:45]([CH2:47][CH2:48]Br)[CH3:46]. The catalyst is CN(C=O)C. The product is [C:1]([CH:3]1[CH2:6][N:5]([C:7](=[O:40])[C@H:8]([NH:10][C:11]([C:13]2[C:21]3[C:16](=[N:17][CH:18]=[C:19]([C:22]4[C:30]5[C:25](=[CH:26][C:27]([Cl:31])=[CH:28][CH:29]=5)[N:24]([CH2:48][CH2:47][N:45]([CH3:46])[CH3:44])[N:23]=4)[N:20]=3)[N:15]([CH2:32][O:33][CH2:34][CH2:35][Si:36]([CH3:39])([CH3:38])[CH3:37])[CH:14]=2)=[O:12])[CH3:9])[CH2:4]1)#[N:2]. The yield is 0.430.